From a dataset of Full USPTO retrosynthesis dataset with 1.9M reactions from patents (1976-2016). Predict the reactants needed to synthesize the given product. (1) Given the product [F:1][C:2]1[C:7]([F:8])=[C:6]([F:9])[CH:5]=[CH:4][C:3]=1[NH:10][CH:14]([CH3:16])[C:13]([O:18][CH2:19][CH3:28])=[O:17], predict the reactants needed to synthesize it. The reactants are: [F:1][C:2]1[C:7]([F:8])=[C:6]([F:9])[CH:5]=[CH:4][C:3]=1[N+:10]([O-])=O.[C:13]([O:18][CH3:19])(=[O:17])[C:14]([CH3:16])=O.S([O-])([O-])(=O)=O.[Mg+2].[H][H].[CH2:28](O)C. (2) Given the product [OH:32][C@H:31]([CH2:24][C:25]1[CH:30]=[CH:29][CH:28]=[CH:27][CH:26]=1)[CH2:33][N:15]1[CH2:16][CH2:17][C:12]2([O:11][C:10]3[C:20]4[C:6]([C:7](=[O:23])[C:8](=[O:22])[C:9]=3[S:19][CH2:18]2)=[CH:5][CH:4]=[C:3]([O:2][CH3:1])[CH:21]=4)[CH2:13][CH2:14]1, predict the reactants needed to synthesize it. The reactants are: [CH3:1][O:2][C:3]1[CH:21]=[C:20]2[C:6]([C:7](=[O:23])[C:8](=[O:22])[C:9]3[S:19][CH2:18][C:12]4([CH2:17][CH2:16][NH:15][CH2:14][CH2:13]4)[O:11][C:10]=32)=[CH:5][CH:4]=1.[CH2:24]([C@@H:31]1[CH2:33][O:32]1)[C:25]1[CH:30]=[CH:29][CH:28]=[CH:27][CH:26]=1. (3) Given the product [C:61]([N:58]1[CH2:59][CH2:60][N:55]([C:38]2[CH:37]=[CH:36][C:35]([O:34][CH2:33][CH2:32][CH2:31][C:25]3[S:24][C:23]([N:20]4[CH2:19][CH2:18][C:17]5[C:22](=[C:13]([C:11](=[O:12])[NH:10][C:2]6[S:1][C:5]7[CH:6]=[CH:7][CH:8]=[CH:9][C:4]=7[N:3]=6)[CH:14]=[CH:15][CH:16]=5)[CH2:21]4)=[N:27][C:26]=3[C:28]([OH:30])=[O:29])=[CH:40][CH:39]=2)[CH2:56][CH2:57]1)(=[O:63])[CH3:62], predict the reactants needed to synthesize it. The reactants are: [S:1]1[C:5]2[CH:6]=[CH:7][CH:8]=[CH:9][C:4]=2[N:3]=[C:2]1[NH:10][C:11]([C:13]1[CH:14]=[CH:15][CH:16]=[C:17]2[C:22]=1[CH2:21][N:20]([C:23]1[S:24][C:25]([CH2:31][CH2:32][CH2:33][O:34][C:35]3[CH:40]=[CH:39][C:38](C4C(C#N)=CSC=4)=[CH:37][CH:36]=3)=[C:26]([C:28]([OH:30])=[O:29])[N:27]=1)[CH2:19][CH2:18]2)=[O:12].OC1C=CC([N:55]2[CH2:60][CH2:59][N:58]([C:61](=[O:63])[CH3:62])[CH2:57][CH2:56]2)=CC=1. (4) Given the product [NH2:10][C:9]1[O:2][C:1]2[C:8]([CH:17]([C:18]3[C:27]4[C:22](=[CH:23][CH:24]=[CH:25][CH:26]=4)[N:21]=[CH:20][CH:19]=3)[C:11]=1[C:12]([O:14][CH2:15][CH3:16])=[O:13])=[CH:7][CH:6]=[C:4]([OH:5])[CH:3]=2, predict the reactants needed to synthesize it. The reactants are: [C:1]1([CH:8]=[CH:7][CH:6]=[C:4]([OH:5])[CH:3]=1)[OH:2].[C:9]([C:11](=[CH:17][C:18]1[C:27]2[C:22](=[CH:23][CH:24]=[CH:25][CH:26]=2)[N:21]=[CH:20][CH:19]=1)[C:12]([O:14][CH2:15][CH3:16])=[O:13])#[N:10].N1CCCCC1.